From a dataset of NCI-60 drug combinations with 297,098 pairs across 59 cell lines. Regression. Given two drug SMILES strings and cell line genomic features, predict the synergy score measuring deviation from expected non-interaction effect. (1) Drug 1: C1CC(CNC1)C2=CC=C(C=C2)N3C=C4C=CC=C(C4=N3)C(=O)N. Drug 2: CNC(=O)C1=NC=CC(=C1)OC2=CC=C(C=C2)NC(=O)NC3=CC(=C(C=C3)Cl)C(F)(F)F. Cell line: SK-OV-3. Synergy scores: CSS=57.1, Synergy_ZIP=14.8, Synergy_Bliss=13.7, Synergy_Loewe=-3.80, Synergy_HSA=13.7. (2) Drug 1: CC1=C(C(CCC1)(C)C)C=CC(=CC=CC(=CC(=O)O)C)C. Cell line: SW-620. Synergy scores: CSS=18.2, Synergy_ZIP=-5.42, Synergy_Bliss=-0.0189, Synergy_Loewe=-10.9, Synergy_HSA=-1.19. Drug 2: N.N.Cl[Pt+2]Cl. (3) Synergy scores: CSS=15.2, Synergy_ZIP=-4.73, Synergy_Bliss=-3.21, Synergy_Loewe=-0.446, Synergy_HSA=0.863. Cell line: UACC62. Drug 1: CC(CN1CC(=O)NC(=O)C1)N2CC(=O)NC(=O)C2. Drug 2: CC1CCC2CC(C(=CC=CC=CC(CC(C(=O)C(C(C(=CC(C(=O)CC(OC(=O)C3CCCCN3C(=O)C(=O)C1(O2)O)C(C)CC4CCC(C(C4)OC)OCCO)C)C)O)OC)C)C)C)OC. (4) Drug 1: COC1=C2C(=CC3=C1OC=C3)C=CC(=O)O2. Drug 2: C1C(C(OC1N2C=NC(=NC2=O)N)CO)O. Cell line: COLO 205. Synergy scores: CSS=21.5, Synergy_ZIP=3.52, Synergy_Bliss=3.77, Synergy_Loewe=-6.12, Synergy_HSA=2.79.